This data is from Full USPTO retrosynthesis dataset with 1.9M reactions from patents (1976-2016). The task is: Predict the reactants needed to synthesize the given product. The reactants are: Cl.[O:2]1[CH:6]=[CH:5][N:4]=[C:3]1[C:7]([CH:9]1[CH2:14][CH2:13][NH:12][CH2:11][CH2:10]1)=[O:8].[CH:15]1[C:20]([CH:21]=O)=[CH:19][C:18]2[O:23][CH2:24][O:25][C:17]=2[CH:16]=1.[BH-](OC(C)=O)(OC(C)=O)OC(C)=O.[Na+].[OH-].[Na+]. Given the product [O:25]1[C:17]2[CH:16]=[CH:15][C:20]([CH2:21][N:12]3[CH2:13][CH2:14][CH:9]([C:7]([C:3]4[O:2][CH:6]=[CH:5][N:4]=4)=[O:8])[CH2:10][CH2:11]3)=[CH:19][C:18]=2[O:23][CH2:24]1, predict the reactants needed to synthesize it.